This data is from Full USPTO retrosynthesis dataset with 1.9M reactions from patents (1976-2016). The task is: Predict the reactants needed to synthesize the given product. (1) Given the product [Cl:26][C:21]1[CH:20]=[C:19]([CH:24]=[CH:23][C:22]=1[Cl:25])[CH2:18][O:15][C:13]1[C:12]([F:16])=[CH:11][C:3]([C:4]([NH:6][S:7]([CH3:10])(=[O:8])=[O:9])=[O:5])=[C:2]([F:1])[CH:14]=1, predict the reactants needed to synthesize it. The reactants are: [F:1][C:2]1[CH:14]=[C:13]([OH:15])[C:12]([F:16])=[CH:11][C:3]=1[C:4]([NH:6][S:7]([CH3:10])(=[O:9])=[O:8])=[O:5].Br[CH2:18][C:19]1[CH:24]=[CH:23][C:22]([Cl:25])=[C:21]([Cl:26])[CH:20]=1.C(=O)([O-])[O-].[K+].[K+]. (2) The reactants are: [CH3:1][O:2][C:3]1[CH:4]=[C:5]([CH:33]=[CH:34][C:35]=1[O:36][CH3:37])[CH2:6][CH:7]1[C:16]2[C:11](=[CH:12][C:13]([O:18][CH3:19])=[C:14]([OH:17])[CH:15]=2)[CH2:10][CH2:9][N:8]1[CH2:20][C:21]([NH:23][CH:24]1[C:32]2[C:27](=[CH:28][CH:29]=[CH:30][CH:31]=2)[CH2:26][CH2:25]1)=[O:22].Br[CH:39]([CH2:41][CH3:42])[CH3:40]. Given the product [CH3:1][O:2][C:3]1[CH:4]=[C:5]([CH:33]=[CH:34][C:35]=1[O:36][CH3:37])[CH2:6][CH:7]1[C:16]2[C:11](=[CH:12][C:13]([O:18][CH3:19])=[C:14]([O:17][CH:39]([CH2:41][CH3:42])[CH3:40])[CH:15]=2)[CH2:10][CH2:9][N:8]1[CH2:20][C:21]([NH:23][CH:24]1[C:32]2[C:27](=[CH:28][CH:29]=[CH:30][CH:31]=2)[CH2:26][CH2:25]1)=[O:22], predict the reactants needed to synthesize it. (3) Given the product [CH:1]([O:4][C:5]([N:7]1[CH2:13][CH2:12][CH2:11][CH:10]([NH2:14])[C:9]2[CH:16]=[CH:17][C:18]([Cl:20])=[CH:19][C:8]1=2)=[O:6])([CH3:3])[CH3:2], predict the reactants needed to synthesize it. The reactants are: [CH:1]([O:4][C:5]([N:7]1[CH2:13][CH2:12][CH2:11][C:10](=[N:14]O)[C:9]2[CH:16]=[CH:17][C:18]([Cl:20])=[CH:19][C:8]1=2)=[O:6])([CH3:3])[CH3:2].[BH4-].[Na+].[OH-].[Na+]. (4) Given the product [CH3:36][C:5]([O:7][C:8]1[CH:9]=[CH:10][C:11]([O:14][CH2:15][CH2:16][C:17]2[N:18]=[C:19]([C:23]3[CH:24]=[CH:25][C:26]([O:29][C:30]4[CH:35]=[CH:34][CH:33]=[CH:32][CH:31]=4)=[CH:27][CH:28]=3)[O:20][C:21]=2[CH3:22])=[CH:12][CH:13]=1)([CH3:6])[C:4]([OH:37])=[O:3], predict the reactants needed to synthesize it. The reactants are: C([O:3][C:4](=[O:37])[C:5]([CH3:36])([O:7][C:8]1[CH:13]=[CH:12][C:11]([O:14][CH2:15][CH2:16][C:17]2[N:18]=[C:19]([C:23]3[CH:28]=[CH:27][C:26]([O:29][C:30]4[CH:35]=[CH:34][CH:33]=[CH:32][CH:31]=4)=[CH:25][CH:24]=3)[O:20][C:21]=2[CH3:22])=[CH:10][CH:9]=1)[CH3:6])C.[OH-].[Na+]. (5) Given the product [CH3:9][C:10]1[C:11]([OH:19])=[C:12]([CH3:18])[C:13]([CH3:17])=[C:14]([CH:16]=1)[OH:15], predict the reactants needed to synthesize it. The reactants are: C(O)(=O)C.C(O)(=O)C.[CH3:9][C:10]1[C:11]([OH:19])=[C:12]([CH3:18])[C:13]([CH3:17])=[C:14]([CH:16]=1)[OH:15].C(OC1C=C(C)C(O)=C(C)C=1C)(=O)C.C(OC1C(C)=CC(O)=C(C)C=1C)(=O)C.CC1C(=O)C(C)(C)CC(=O)C=1.S(=O)(=O)(O)O. (6) The reactants are: [OH:1][C:2]1[CH:7]=[CH:6][N:5]=[CH:4][CH:3]=1.CC1C=CC(S(O[CH2:19][CH2:20][CH2:21][NH:22][C:23]2[C:24](=[O:40])[N:25]([C:36]([CH3:39])([CH3:38])[CH3:37])[S:26](=[O:35])(=[O:34])[C:27]=2[C:28]2[CH:33]=[CH:32][CH:31]=[CH:30][CH:29]=2)(=O)=O)=CC=1. Given the product [C:36]([N:25]1[C:24](=[O:40])[C:23]([NH:22][CH2:21][CH2:20][CH2:19][O:1][C:2]2[CH:7]=[CH:6][N:5]=[CH:4][CH:3]=2)=[C:27]([C:28]2[CH:29]=[CH:30][CH:31]=[CH:32][CH:33]=2)[S:26]1(=[O:34])=[O:35])([CH3:37])([CH3:38])[CH3:39], predict the reactants needed to synthesize it.